Dataset: Catalyst prediction with 721,799 reactions and 888 catalyst types from USPTO. Task: Predict which catalyst facilitates the given reaction. Reactant: [ClH:1].[F:2][C:3]1[CH:4]=[C:5]([CH:26]=[C:27]([F:29])[CH:28]=1)[CH2:6][C@H:7]([NH:22][C:23](=[O:25])[CH3:24])[C@H:8]([OH:21])[C@H:9]1[CH2:14][CH2:13][C@@H:12]([O:15][CH2:16][CH2:17][CH2:18][CH:19]=[CH2:20])[CH2:11][NH:10]1.[H][H]. Product: [ClH:1].[F:29][C:27]1[CH:26]=[C:5]([CH:4]=[C:3]([F:2])[CH:28]=1)[CH2:6][C@H:7]([NH:22][C:23](=[O:25])[CH3:24])[C@H:8]([OH:21])[C@H:9]1[CH2:14][CH2:13][C@@H:12]([O:15][CH2:16][CH2:17][CH2:18][CH2:19][CH3:20])[CH2:11][NH:10]1. The catalyst class is: 43.